Dataset: Full USPTO retrosynthesis dataset with 1.9M reactions from patents (1976-2016). Task: Predict the reactants needed to synthesize the given product. (1) Given the product [Cl:1][C:2]1[N:7]=[C:6]([CH2:8][C:9]([C:10]2[CH:15]=[CH:14][N:13]=[CH:12][CH:11]=2)=[O:16])[CH:5]=[CH:4][CH:3]=1, predict the reactants needed to synthesize it. The reactants are: [Cl:1][C:2]1[N:7]=[C:6]([CH3:8])[CH:5]=[CH:4][CH:3]=1.[C:9](OCC)(=[O:16])[C:10]1[CH:15]=[CH:14][N:13]=[CH:12][CH:11]=1.C[Si]([N-][Si](C)(C)C)(C)C.[Li+]. (2) The reactants are: [Cl:1][C:2]1[CH:7]=[C:6]([O:8][C:9]2[C:10]([CH3:18])=[N:11][C:12]([N+:15]([O-])=O)=[CH:13][CH:14]=2)[CH:5]=[CH:4][N:3]=1.O.O.[Sn](Cl)Cl.C([O-])(O)=O.[Na+]. Given the product [Cl:1][C:2]1[CH:7]=[C:6]([O:8][C:9]2[CH:14]=[CH:13][C:12]([NH2:15])=[N:11][C:10]=2[CH3:18])[CH:5]=[CH:4][N:3]=1, predict the reactants needed to synthesize it. (3) Given the product [OH2:18].[O:29]1[CH:30]=[CH:31][C:27]2[CH:26]=[CH:25][CH:24]=[C:23]([O:22][CH2:21][C@@H:19]([OH:18])[CH2:20][N:15]3[CH2:14][CH2:13][CH:12]([C:7]4[CH:6]=[CH:5][C:4]5[C:9](=[CH:10][CH:11]=[C:2]([F:1])[CH:3]=5)[CH:8]=4)[CH2:17][CH2:16]3)[C:28]1=2, predict the reactants needed to synthesize it. The reactants are: [F:1][C:2]1[CH:3]=[C:4]2[C:9](=[CH:10][CH:11]=1)[CH:8]=[C:7]([CH:12]1[CH2:17][CH2:16][NH:15][CH2:14][CH2:13]1)[CH:6]=[CH:5]2.[O:18]1[CH2:20][C@H:19]1[CH2:21][O:22][C:23]1[C:28]2[O:29][CH:30]=[CH:31][C:27]=2[CH:26]=[CH:25][CH:24]=1. (4) Given the product [CH:1]([NH:4][C:5]1[C:6]([NH:11][C:13]2[C:14]3[CH:21]=[CH:20][S:19][C:15]=3[N:16]=[CH:17][N:18]=2)=[CH:7][CH:8]=[CH:9][CH:10]=1)([CH3:3])[CH3:2], predict the reactants needed to synthesize it. The reactants are: [CH:1]([NH:4][C:5]1[C:6]([NH2:11])=[CH:7][CH:8]=[CH:9][CH:10]=1)([CH3:3])[CH3:2].Cl[C:13]1[C:14]2[CH:21]=[CH:20][S:19][C:15]=2[N:16]=[CH:17][N:18]=1. (5) Given the product [CH3:1][N:2]1[CH:6]=[C:5]([NH:7][CH:15]=[O:16])[CH:4]=[C:3]1[C:10]([OH:12])=[O:11], predict the reactants needed to synthesize it. The reactants are: [CH3:1][N:2]1[CH:6]=[C:5]([N+:7]([O-])=O)[CH:4]=[C:3]1[C:10]([OH:12])=[O:11].[H][H].[C:15](=O)([O-])[O-:16].[Na+].[Na+]. (6) Given the product [F:1][C:2]1[CH:3]=[CH:4][C:5]([O:6][CH:7]2[CH2:8][CH2:9][N:10]([C:13](=[O:17])[C:14]([NH:20][C:21]3[CH:22]=[C:23]4[C:27](=[CH:28][CH:29]=3)[NH:26][C:25](=[O:30])[CH2:24]4)=[O:16])[CH2:11][CH2:12]2)=[CH:18][CH:19]=1, predict the reactants needed to synthesize it. The reactants are: [F:1][C:2]1[CH:19]=[CH:18][C:5]([O:6][CH:7]2[CH2:12][CH2:11][N:10]([C:13](=[O:17])[C:14]([OH:16])=O)[CH2:9][CH2:8]2)=[CH:4][CH:3]=1.[NH2:20][C:21]1[CH:22]=[C:23]2[C:27](=[CH:28][CH:29]=1)[NH:26][C:25](=[O:30])[CH2:24]2. (7) The reactants are: [NH2:1][C:2]1[CH:7]=[CH:6][CH:5]=[CH:4][CH:3]=1.[Br:8][C:9]1=[C:10]([Br:16])[C:11]([O:13][C:14]1=O)=[O:12]. Given the product [C:2]1([N:1]2[C:14](=[O:13])[C:9]([Br:8])=[C:10]([Br:16])[C:11]2=[O:12])[CH:7]=[CH:6][CH:5]=[CH:4][CH:3]=1, predict the reactants needed to synthesize it. (8) Given the product [CH3:8][CH:4]1[NH:3][CH:2]([CH3:1])[CH2:7][N:6]([CH2:16][C:17]([O:19][CH2:20][CH3:21])=[O:18])[CH2:5]1, predict the reactants needed to synthesize it. The reactants are: [CH3:1][CH:2]1[CH2:7][NH:6][CH2:5][CH:4]([CH3:8])[NH:3]1.C([O-])([O-])=O.[K+].[K+].Br[CH2:16][C:17]([O:19][CH2:20][CH3:21])=[O:18]. (9) Given the product [C:1]([C:5]1[CH:24]=[CH:23][C:8]([CH2:9][NH:10][C:11](=[O:22])[CH:12]([C:14]2[CH:15]=[C:16]3[C:17](=[CH:18][CH:19]=2)[N:20]=[CH:32][CH:30]=[N:21]3)[CH3:13])=[CH:7][CH:6]=1)([CH3:2])([CH3:3])[CH3:4], predict the reactants needed to synthesize it. The reactants are: [C:1]([C:5]1[CH:24]=[CH:23][C:8]([CH2:9][NH:10][C:11](=[O:22])[CH:12]([C:14]2[CH:19]=[CH:18][C:17]([NH2:20])=[C:16]([NH2:21])[CH:15]=2)[CH3:13])=[CH:7][CH:6]=1)([CH3:4])([CH3:3])[CH3:2].CN(C=O)C.[CH:30]([CH:32]=O)=O.